Dataset: Forward reaction prediction with 1.9M reactions from USPTO patents (1976-2016). Task: Predict the product of the given reaction. (1) Given the reactants I[CH:2]1[CH2:6][CH2:5][CH2:4][CH2:3]1.[Cl:7][C:8]1[CH:13]=[CH:12][C:11]([C@:14]2([O:23][C@H:22]([CH2:24][OH:25])[C@@H:20]([OH:21])[C@H:18]([OH:19])[C@H:16]2[OH:17])[OH:15])=[CH:10][C:9]=1[CH2:26][C:27]1[CH:32]=[CH:31][C:30]([OH:33])=[CH:29][CH:28]=1.C(=O)([O-])[O-].[Cs+].[Cs+].[Cl-].[Na+], predict the reaction product. The product is: [Cl:7][C:8]1[CH:13]=[CH:12][C:11]([C@:14]2([O:23][C@H:22]([CH2:24][OH:25])[C@@H:20]([OH:21])[C@H:18]([OH:19])[C@H:16]2[OH:17])[OH:15])=[CH:10][C:9]=1[CH2:26][C:27]1[CH:28]=[CH:29][C:30]([O:33][CH:2]2[CH2:6][CH2:5][CH2:4][CH2:3]2)=[CH:31][CH:32]=1. (2) Given the reactants [F:1][C:2]1[CH:16]=[CH:15][CH:14]=[CH:13][C:3]=1[O:4][C:5]1[CH:12]=[CH:11][C:8]([CH:9]=O)=[CH:7][CH:6]=1.[N+:17]([CH3:20])([O-:19])=[O:18].C([O-])(=O)C.[NH4+].[BH4-].[Na+], predict the reaction product. The product is: [F:1][C:2]1[CH:16]=[CH:15][CH:14]=[CH:13][C:3]=1[O:4][C:5]1[CH:12]=[CH:11][C:8]([CH2:9][CH2:20][N+:17]([O-:19])=[O:18])=[CH:7][CH:6]=1. (3) Given the reactants [K+].[Br-].[ClH:3].CN1[C:10]2[C:11](OP([O-])([O-])=O)=[C:12](OC)[CH:13]=[C:14]3C=CN=[C:8]([C:9]=23)C=C1.[Na+].[Na+].Br.OC1C(O)=C2NC=CC3N=CC=C(C=1)C2=3.FC(F)(F)S(O)(=O)=O.C[N:52]1[CH:61]=[CH:60][C:59]2[N:58]=[CH:57][CH:56]=[C:55]3[CH:62]=[C:63]([O:67][CH3:68])[C:64]([O:65][CH3:66])=[C:53]1[C:54]=23, predict the reaction product. The product is: [ClH:3].[CH2:8]([N:58]1[C:59]2[CH:60]=[CH:61][N:52]=[C:53]3[C:64]([O:65][CH3:66])=[C:63]([O:67][CH3:68])[CH:62]=[C:55]([C:54]=23)[CH:56]=[CH:57]1)[C:9]1[CH:14]=[CH:13][CH:12]=[CH:11][CH:10]=1. (4) Given the reactants [F:1][C:2]1[CH:3]=[CH:4][C:5]([CH3:19])=[C:6]([C:8]2[CH:17]=[C:16]3[C:11]([CH:12]=[C:13]([NH2:18])[N:14]=[CH:15]3)=[CH:10][CH:9]=2)[CH:7]=1.[CH3:20][S:21](Cl)(=[O:23])=[O:22].O, predict the reaction product. The product is: [F:1][C:2]1[CH:3]=[CH:4][C:5]([CH3:19])=[C:6]([C:8]2[CH:17]=[C:16]3[C:11]([CH:12]=[C:13]([NH:18][S:21]([CH3:20])(=[O:23])=[O:22])[N:14]=[CH:15]3)=[CH:10][CH:9]=2)[CH:7]=1.